This data is from Reaction yield outcomes from USPTO patents with 853,638 reactions. The task is: Predict the reaction yield, written as a fraction of the theoretical maximum amount of product (1.0 means a 100% yield; for example, 0.34 means a 34% yield). (1) The reactants are [F:1][C:2]1[CH:23]=[C:22]([I:24])[CH:21]=[CH:20][C:3]=1[NH:4][C:5]1[C:6]([C:15]([O:17]CC)=[O:16])=[CH:7][N:8]([CH2:12][CH2:13][CH3:14])[C:9](=[O:11])[CH:10]=1.[OH-].[Na+]. The catalyst is CCO. The product is [F:1][C:2]1[CH:23]=[C:22]([I:24])[CH:21]=[CH:20][C:3]=1[NH:4][C:5]1[C:6]([C:15]([OH:17])=[O:16])=[CH:7][N:8]([CH2:12][CH2:13][CH3:14])[C:9](=[O:11])[CH:10]=1. The yield is 1.00. (2) The reactants are [CH3:1][O:2][C:3]1[CH:12]=[CH:11][C:6]([C:7]([O:9][CH3:10])=[O:8])=[CH:5][C:4]=1[NH:13][S:14]([CH3:17])(=[O:16])=[O:15].[C:18](O[C:18]([O:20][C:21]([CH3:24])([CH3:23])[CH3:22])=[O:19])([O:20][C:21]([CH3:24])([CH3:23])[CH3:22])=[O:19]. The catalyst is CN(C1C=CN=CC=1)C.C(Cl)Cl. The product is [C:21]([O:20][C:18]([N:13]([C:4]1[CH:5]=[C:6]([CH:11]=[CH:12][C:3]=1[O:2][CH3:1])[C:7]([O:9][CH3:10])=[O:8])[S:14]([CH3:17])(=[O:16])=[O:15])=[O:19])([CH3:24])([CH3:23])[CH3:22]. The yield is 0.950. (3) The reactants are [Cl:1][C:2]1[CH:7]=[CH:6][C:5]([C:8]([NH:10][C:11]2[CH:16]=[CH:15][C:14]([C:17]3[C:18]([C:23]([F:26])([F:25])[F:24])=[N:19][NH:20][C:21]=3[CH3:22])=[C:13]([N+:27]([O-])=O)[CH:12]=2)=[O:9])=[CH:4][CH:3]=1.Cl[Sn]Cl.Cl. The catalyst is CCO. The product is [NH2:27][C:13]1[CH:12]=[C:11]([NH:10][C:8]([C:5]2[CH:4]=[CH:3][C:2]([Cl:1])=[CH:7][CH:6]=2)=[O:9])[CH:16]=[CH:15][C:14]=1[C:17]1[C:18]([C:23]([F:26])([F:24])[F:25])=[N:19][NH:20][C:21]=1[CH3:22]. The yield is 0.750. (4) The reactants are [CH3:1][O:2][C:3]([C:5]1[CH:6]=[C:7]([Br:14])[CH:8]=[C:9]2[C:13]=1[NH:12][N:11]=[CH:10]2)=[O:4].I[CH:16]([CH3:18])[CH3:17]. No catalyst specified. The product is [CH3:1][O:2][C:3]([C:5]1[CH:6]=[C:7]([Br:14])[CH:8]=[C:9]2[C:13]=1[N:12]([CH:16]([CH3:18])[CH3:17])[N:11]=[CH:10]2)=[O:4]. The yield is 0.650. (5) The reactants are [C:1]([O:5][C:6](=[O:23])[N:7]([C@@H:9]1[CH2:13][CH2:12][C@H:11]([C:14]([NH:16][NH:17][C:18](=[O:22])[CH2:19][CH2:20][CH3:21])=O)[CH2:10]1)[CH3:8])([CH3:4])([CH3:3])[CH3:2].C([N+](CC)(CC)S(NC(=O)OC)(=O)=O)C. The catalyst is O1CCCC1. The product is [C:1]([O:5][C:6](=[O:23])[N:7]([CH3:8])[C@@H:9]1[CH2:13][CH2:12][C@H:11]([C:14]2[O:22][C:18]([CH2:19][CH2:20][CH3:21])=[N:17][N:16]=2)[CH2:10]1)([CH3:4])([CH3:3])[CH3:2]. The yield is 0.794. (6) The reactants are C([O-])(=O)C.[NH4+].[C:6]([O:10][C:11](=[O:26])[CH2:12][O:13][C:14]1[C:19]2[CH2:20][CH2:21][CH2:22][CH2:23][C:24](=O)[C:18]=2[CH:17]=[CH:16][CH:15]=1)([CH3:9])([CH3:8])[CH3:7].C([BH3-])#[N:28].[Na+]. The catalyst is CO. The product is [C:6]([O:10][C:11](=[O:26])[CH2:12][O:13][C:14]1[C:19]2[CH2:20][CH2:21][CH2:22][CH2:23][CH:24]([NH2:28])[C:18]=2[CH:17]=[CH:16][CH:15]=1)([CH3:9])([CH3:8])[CH3:7]. The yield is 0.580. (7) The reactants are C(OC(C1(NC(OC(C)(C)C)=O)CC(O)C2C1C2C(OCC)=O)=O)C.ClC1C=CC(N=C=O)=CC=1.C([O:38][C:39]([C:41]1([NH:63]C(OC(C)(C)C)=O)[CH2:46][CH:45]([O:47][C:48](=[O:57])[NH:49][C:50]2[CH:55]=[CH:54][C:53]([Cl:56])=[CH:52][CH:51]=2)[CH:44]2[CH:42]1[CH:43]2[C:58]([O:60]CC)=[O:59])=[O:40])C. No catalyst specified. The product is [NH2:63][C:41]1([C:39]([OH:40])=[O:38])[CH2:46][CH:45]([O:47][C:48](=[O:57])[NH:49][C:50]2[CH:51]=[CH:52][C:53]([Cl:56])=[CH:54][CH:55]=2)[CH:44]2[CH:42]1[CH:43]2[C:58]([OH:60])=[O:59]. The yield is 0.740. (8) The reactants are Cl[C:2]1[N:7]=[C:6]([C:8]2[CH:13]=[CH:12][CH:11]=[C:10]([C:14]#[C:15][C@:16]3([OH:23])[CH2:20][CH2:19][N:18]([CH3:21])[C:17]3=[O:22])[CH:9]=2)[N:5]=[C:4]([C:24]([O:26][CH2:27][CH3:28])=[O:25])[CH:3]=1.[F:29][C:30]1[CH:31]=[C:32](B(O)O)[CH:33]=[C:34]([F:36])[CH:35]=1. No catalyst specified. The product is [F:29][C:30]1[CH:31]=[C:32]([C:2]2[N:7]=[C:6]([C:8]3[CH:13]=[CH:12][CH:11]=[C:10]([C:14]#[C:15][C@:16]4([OH:23])[CH2:20][CH2:19][N:18]([CH3:21])[C:17]4=[O:22])[CH:9]=3)[N:5]=[C:4]([C:24]([O:26][CH2:27][CH3:28])=[O:25])[CH:3]=2)[CH:33]=[C:34]([F:36])[CH:35]=1. The yield is 0.470. (9) The reactants are [CH:1]1([C:4]2[S:8][CH:7]=[N:6][C:5]=2[CH2:9][N:10]2[C:15]3[N:16]=[C:17]([S:20][CH3:21])[N:18]=[CH:19][C:14]=3[CH:13]=[CH:12][C:11]2=[O:22])[CH2:3][CH2:2]1.ClC1C=CC=C(C(OO)=[O:31])C=1. The catalyst is ClCCl. The product is [CH:1]1([C:4]2[S:8][CH:7]=[N:6][C:5]=2[CH2:9][N:10]2[C:15]3[N:16]=[C:17]([S:20]([CH3:21])=[O:31])[N:18]=[CH:19][C:14]=3[CH:13]=[CH:12][C:11]2=[O:22])[CH2:2][CH2:3]1. The yield is 0.670.